This data is from Catalyst prediction with 721,799 reactions and 888 catalyst types from USPTO. The task is: Predict which catalyst facilitates the given reaction. (1) Reactant: [C:1]1([NH2:9])(C)[CH:6]=[CH:5][CH:4]=[CH:3][CH:2]1[NH2:7].[C:10]([O-])(=O)[CH3:11].[Na+].S(=O)(O)[O-].[CH:19](C=O)=O.[Na+].[OH-].[Na+].C(=O)([O-])[O-].[K+].[K+]. Product: [CH3:19][C:10]1[CH:11]=[N:7][C:2]2[C:1](=[CH:6][CH:5]=[CH:4][CH:3]=2)[N:9]=1. The catalyst class is: 86. (2) Reactant: [Cl:1][C:2]1[CH:10]=[C:9]([CH:11]=[CH2:12])[C:8]([O:13][CH3:14])=[CH:7][C:3]=1[C:4]([OH:6])=[O:5].Br[CH:16]([C:21]1[CH:22]=[C:23]([Cl:29])[C:24]([Cl:28])=[C:25]([Cl:27])[CH:26]=1)[C:17]([F:20])([F:19])[F:18].CN1C(=O)CCC1. Product: [Cl:1][C:2]1[CH:10]=[C:9](/[CH:11]=[CH:12]/[CH:16]([C:21]2[CH:22]=[C:23]([Cl:29])[C:24]([Cl:28])=[C:25]([Cl:27])[CH:26]=2)[C:17]([F:19])([F:18])[F:20])[C:8]([O:13][CH3:14])=[CH:7][C:3]=1[C:4]([OH:6])=[O:5]. The catalyst class is: 6. (3) Product: [CH3:1][O:2][C:3]1[CH:4]=[C:5]2[C:10](=[CH:11][C:12]=1[O:13][CH3:14])[N:9]=[CH:8][N:7]=[C:6]2[N:15]1[CH2:20][CH2:19][CH:18]([CH2:21][NH:22][C:33]([NH:34][C:35]2[CH:40]=[CH:39][C:38]([CH:41]([CH3:43])[CH3:42])=[CH:37][CH:36]=2)=[O:32])[CH2:17][CH2:16]1. Reactant: [CH3:1][O:2][C:3]1[CH:4]=[C:5]2[C:10](=[CH:11][C:12]=1[O:13][CH3:14])[N:9]=[CH:8][N:7]=[C:6]2[N:15]1[CH2:20][CH2:19][CH:18]([CH2:21][NH2:22])[CH2:17][CH2:16]1.[N+](C1C=CC([O:32][C:33](=O)[NH:34][C:35]2[CH:40]=[CH:39][C:38]([CH:41]([CH3:43])[CH3:42])=[CH:37][CH:36]=2)=CC=1)([O-])=O. The catalyst class is: 10. (4) Reactant: [CH3:1][O:2][C:3]1[C:4]([O:15][CH2:16][CH2:17][CH2:18][C:19]([O:21][CH3:22])=[O:20])=[CH:5][C:6]([N+:12]([O-:14])=[O:13])=[C:7]([CH:11]=1)[C:8]([OH:10])=O.[C:23](Cl)(=[O:27])[C:24](Cl)=O.C([N:31]([CH2:34][CH3:35])CC)C.[CH2:36](Cl)Cl. Product: [CH3:22][O:21][C:19](=[O:20])[CH2:18][CH2:17][CH2:16][O:15][C:4]1[CH:5]=[C:6]([N+:12]([O-:14])=[O:13])[C:7]([C:8]([N:31]2[CH2:34][CH2:35][CH2:36][CH:24]2[CH2:23][OH:27])=[O:10])=[CH:11][C:3]=1[O:2][CH3:1]. The catalyst class is: 3. (5) Reactant: C([O:8][C@H:9]1[C@@H:17]([C@H:18]([OH:20])[CH3:19])[O:16][C@H:15]2[C@H:11]([N:12]=[C:13]([N:21](C)[C:22](=O)OC(C)(C)C)[S:14]2)[C@H:10]1[F:30])C1C=CC=CC=1.B(Cl)(Cl)Cl. Product: [F:30][C@@H:10]1[C@H:11]2[N:12]=[C:13]([NH:21][CH3:22])[S:14][C@H:15]2[O:16][C@H:17]([C@H:18]([OH:20])[CH3:19])[C@@H:9]1[OH:8]. The catalyst class is: 2.